From a dataset of Full USPTO retrosynthesis dataset with 1.9M reactions from patents (1976-2016). Predict the reactants needed to synthesize the given product. (1) Given the product [F:33][C:30]1[CH:29]=[CH:28][C:27]([C:26]2[N:25]([CH3:34])[N:24]=[CH:23][C:22]=2/[CH:21]=[CH:20]/[C:19]([NH:18][C:15]2[CH:14]=[CH:13][C:12]([S:11][CH2:9][C:38]3[N:42]([CH2:43][CH2:44][CH3:45])[CH:41]=[N:40][N:39]=3)=[CH:17][CH:16]=2)=[O:35])=[CH:32][CH:31]=1, predict the reactants needed to synthesize it. The reactants are: C(O[C:9]([S:11][C:12]1[CH:17]=[CH:16][C:15]([NH:18][C:19](=[O:35])/[CH:20]=[CH:21]/[C:22]2[CH:23]=[N:24][N:25]([CH3:34])[C:26]=2[C:27]2[CH:32]=[CH:31][C:30]([F:33])=[CH:29][CH:28]=2)=[CH:14][CH:13]=1)=O)C1C=CC=CC=1.ClC[C:38]1[N:42]([CH2:43][CH2:44][CH3:45])[CH:41]=[N:40][N:39]=1.[OH-].[Na+]. (2) Given the product [CH3:11][O:12][C:13](=[O:34])[C:14]1[CH:19]=[CH:18][C:17]([O:20][CH2:1][CH:2]=[CH2:3])=[C:16]([N:21]([CH2:38][CH:36]=[CH2:35])[S:22]([C:25]2[CH:30]=[C:29]([Cl:31])[CH:28]=[CH:27][C:26]=2[O:32][CH3:33])(=[O:23])=[O:24])[CH:15]=1, predict the reactants needed to synthesize it. The reactants are: [CH2:1](Br)[CH:2]=[CH2:3].C(=O)([O-])[O-].[K+].[K+].[CH3:11][O:12][C:13](=[O:34])[C:14]1[CH:19]=[CH:18][C:17]([OH:20])=[C:16]([NH:21][S:22]([C:25]2[CH:30]=[C:29]([Cl:31])[CH:28]=[CH:27][C:26]=2[O:32][CH3:33])(=[O:24])=[O:23])[CH:15]=1.[CH3:35][C:36]([CH3:38])=O. (3) Given the product [C:1]([C:17]1[C:21]2=[N:22][CH:23]=[C:24]([C:26]([OH:28])=[O:27])[CH:25]=[C:20]2[NH:19][CH:18]=1)(=[O:3])[NH2:2], predict the reactants needed to synthesize it. The reactants are: [C:1](C1C2C(=CC(C(O)=O)=CC=2)NN=1)(=[O:3])[NH2:2].Br[C:17]1[C:21]2=[N:22][CH:23]=[C:24]([C:26]([O:28]CC3C=CC=CC=3)=[O:27])[CH:25]=[C:20]2[NH:19][CH:18]=1.